Dataset: Full USPTO retrosynthesis dataset with 1.9M reactions from patents (1976-2016). Task: Predict the reactants needed to synthesize the given product. (1) Given the product [F:1][C:2]1[CH:3]=[C:4]([C:21]([NH2:23])=[O:22])[C:5]2[O:9][C:8]([C:10]3[CH:15]=[N:35][C:13]([CH2:16][NH:17][CH3:18])=[CH:12][CH:11]=3)=[CH:7][C:6]=2[CH:20]=1, predict the reactants needed to synthesize it. The reactants are: [F:1][C:2]1[CH:3]=[C:4]([C:21]([NH2:23])=[O:22])[C:5]2[O:9][C:8]([C:10]3[CH:15]=C[C:13]([CH2:16][N:17](C)[CH3:18])=[CH:12][CH:11]=3)=[CH:7][C:6]=2[CH:20]=1.FC1C=C(C(OC)=O)C2OC(C3C=[N:35]C(CNC)=CC=3)=CC=2C=1. (2) Given the product [CH2:1]([O:8][CH2:9][CH2:10][CH2:11][O:12][C:13]1[N:14]=[CH:15][C:16]([CH:19]2[CH2:24][CH2:23][NH:22][CH2:21][CH:20]2[O:32][CH2:33][C:34]2[CH:43]=[CH:42][C:41]3[C:36](=[CH:37][CH:38]=[CH:39][CH:40]=3)[CH:35]=2)=[CH:17][N:18]=1)[C:2]1[CH:7]=[CH:6][CH:5]=[CH:4][CH:3]=1, predict the reactants needed to synthesize it. The reactants are: [CH2:1]([O:8][CH2:9][CH2:10][CH2:11][O:12][C:13]1[N:18]=[CH:17][C:16]([CH:19]2[CH2:24][CH2:23][N:22](C(OC(C)(C)C)=O)[CH2:21][CH:20]2[O:32][CH2:33][C:34]2[CH:43]=[CH:42][C:41]3[C:36](=[CH:37][CH:38]=[CH:39][CH:40]=3)[CH:35]=2)=[CH:15][N:14]=1)[C:2]1[CH:7]=[CH:6][CH:5]=[CH:4][CH:3]=1. (3) Given the product [C:1]([O:9][CH2:10][C@@H:13]1[CH2:14][C@H:15]([OH:19])[CH:16]([O:17][CH3:18])[O:22]1)(=[O:8])[C:2]1[CH:3]=[CH:4][CH:5]=[CH:6][CH:7]=1, predict the reactants needed to synthesize it. The reactants are: [C:1]([O:9][CH:10]([C@H:13]1[O:22][C@@H:16]2[O:17][C:18](C)(C)[O:19][C@@H:15]2[CH2:14]1)CC)(=[O:8])[C:2]1[CH:7]=[CH:6][CH:5]=[CH:4][CH:3]=1.OS(O)(=O)=O.C([O-])(O)=O.[Na+]. (4) The reactants are: C[O:2][C:3]([C:5]1[CH:13]=[C:12]2[C:8]([C:9]([CH:32]3[CH2:37][CH2:36][CH2:35][CH2:34][CH2:33]3)=[C:10]([C:23]3[CH:28]=[CH:27][C:26]([NH2:29])=[C:25]([CH:30]=O)[CH:24]=3)[N:11]2[CH2:14][C:15]([N:17]2[CH2:22][CH2:21][O:20][CH2:19][CH2:18]2)=[O:16])=[CH:7][CH:6]=1)=[O:4].[Cl:38][C:39]1[CH:44]=[CH:43][CH:42]=[CH:41][C:40]=1[C:45](=O)[CH3:46]. Given the product [Cl:38][C:39]1[CH:44]=[CH:43][CH:42]=[CH:41][C:40]=1[C:45]1[CH:46]=[CH:30][C:25]2[C:26](=[CH:27][CH:28]=[C:23]([C:10]3[N:11]([CH2:14][C:15]([N:17]4[CH2:18][CH2:19][O:20][CH2:21][CH2:22]4)=[O:16])[C:12]4[C:8]([C:9]=3[CH:32]3[CH2:37][CH2:36][CH2:35][CH2:34][CH2:33]3)=[CH:7][CH:6]=[C:5]([C:3]([OH:4])=[O:2])[CH:13]=4)[CH:24]=2)[N:29]=1, predict the reactants needed to synthesize it. (5) Given the product [Cl:11][C:12]([Cl:16])=[CH:13][CH2:14][S:10][C:4]1[CH:5]=[CH:6][C:7]([NH:8][CH3:9])=[C:2]([F:1])[CH:3]=1, predict the reactants needed to synthesize it. The reactants are: [F:1][C:2]1[CH:3]=[C:4]([SH:10])[CH:5]=[CH:6][C:7]=1[NH:8][CH3:9].[Cl:11][C:12]([Cl:16])=[CH:13][CH2:14]Cl.C(=O)([O-])[O-].[K+].[K+]. (6) Given the product [CH2:1]([O:8][CH:9]([C:11]1[C:16]([C:17]#[N:18])=[CH:15][N:14]=[CH:13][C:12]=1[C:32]1[CH:33]=[N:34][C:35]2[NH:36][CH2:37][CH2:28][CH2:29][C:30]=2[CH:31]=1)[CH3:10])[C:2]1[CH:7]=[CH:6][CH:5]=[CH:4][CH:3]=1, predict the reactants needed to synthesize it. The reactants are: [CH2:1]([O:8][CH:9]([C:11]1[C:16]([C:17]#[N:18])=[CH:15][N:14]=[CH:13][C:12]=1Br)[CH3:10])[C:2]1[CH:7]=[CH:6][CH:5]=[CH:4][CH:3]=1.CC1(C)C(C)(C)OB([C:28]2[CH:29]=[C:30]3[C:35](=[N:36][CH:37]=2)[NH:34][CH2:33][CH2:32][CH2:31]3)O1. (7) Given the product [CH3:16][C:11]1([CH3:17])[C:12]2[NH:13][C:14]3[C:6](=[CH:5][CH:4]=[C:3]([C:1]#[N:2])[CH:15]=3)[C:7]=2[C:8](=[O:30])[C:9]2[CH:21]=[CH:20][C:19]([N:31]3[CH2:36][CH2:35][CH2:34][CH2:33][CH2:32]3)=[CH:18][C:10]1=2, predict the reactants needed to synthesize it. The reactants are: [C:1]([C:3]1[CH:15]=[C:14]2[C:6]([C:7]3[C:8](=[O:30])[C:9]4[CH:21]=[CH:20][C:19](OS(C(F)(F)F)(=O)=O)=[CH:18][C:10]=4[C:11]([CH3:17])([CH3:16])[C:12]=3[NH:13]2)=[CH:5][CH:4]=1)#[N:2].[NH:31]1[CH2:36][CH2:35][CH2:34][CH2:33][CH2:32]1.